From a dataset of Forward reaction prediction with 1.9M reactions from USPTO patents (1976-2016). Predict the product of the given reaction. Given the reactants C(O[C:4]([C:6]1[C:11](=[O:12])[N:10]([CH2:13][C:14]2[CH:19]=[CH:18][CH:17]=[C:16]([F:20])[CH:15]=2)[N:9]2[CH:21]=[CH:22][CH:23]=[C:8]2[C:7]=1[OH:24])=[O:5])C.[NH2:25][CH2:26][C:27]([O-:29])=[O:28].[Na+], predict the reaction product. The product is: [F:20][C:16]1[CH:15]=[C:14]([CH:19]=[CH:18][CH:17]=1)[CH2:13][N:10]1[C:11](=[O:12])[C:6]([C:4]([NH:25][CH2:26][C:27]([OH:29])=[O:28])=[O:5])=[C:7]([OH:24])[C:8]2=[CH:23][CH:22]=[CH:21][N:9]12.